This data is from Reaction yield outcomes from USPTO patents with 853,638 reactions. The task is: Predict the reaction yield, written as a fraction of the theoretical maximum amount of product (1.0 means a 100% yield; for example, 0.34 means a 34% yield). (1) The reactants are Cl[C:2]1[C:7]([C:8]([O:10][CH2:11][CH3:12])=[O:9])=[CH:6][N:5]=[C:4]([Cl:13])[CH:3]=1.[CH2:14]([C:16]1[CH:21]=[CH:20][C:19]([NH2:22])=[C:18]([F:23])[CH:17]=1)[CH3:15]. The catalyst is CCO.Cl. The product is [CH2:11]([O:10][C:8](=[O:9])[C:7]1[C:2]([NH:22][C:19]2[CH:20]=[CH:21][C:16]([CH2:14][CH3:15])=[CH:17][C:18]=2[F:23])=[CH:3][C:4]([Cl:13])=[N:5][CH:6]=1)[CH3:12]. The yield is 0.990. (2) The reactants are I[C:2]1[CH:7]=[CH:6][C:5]([C:8]([F:11])([F:10])[F:9])=[CH:4][CH:3]=1.[C:12]([O-])([O-])=O.[K+].[K+].[CH3:18][C:19]([O-])=O.[K+].[C:23]([O:27][CH3:28])(=[O:26])[CH:24]=[CH2:25].I[CH2:30][CH2:31][CH3:32].[O-]S([O-])(=S)=O.[Na+].[Na+]. The catalyst is CN(C=O)C.CC([O-])=O.CC([O-])=O.[Pd+2]. The product is [CH3:28][O:27][C:23](=[O:26])[CH:24]=[CH:25][C:2]1[C:7]([CH2:30][CH2:31][CH3:32])=[CH:6][C:5]([C:8]([F:11])([F:10])[F:9])=[CH:4][C:3]=1[CH2:12][CH2:19][CH3:18]. The yield is 0.300. (3) The yield is 0.860. The catalyst is CN(C=O)C.O. The product is [F:25][C:26]1[CH:27]=[C:28]([NH:36][C:37]([C@H:39]2[C:48]3[C:43](=[CH:44][C:45]([O:49][CH3:50])=[CH:46][CH:47]=3)[CH2:42][CH2:41][N:40]2[C:71]([C@H:69]2[CH2:68][C@H:67]([CH2:66][C:65]([O:64][C:60]([CH3:63])([CH3:62])[CH3:61])=[O:74])[CH2:70]2)=[O:72])=[O:38])[CH:29]=[CH:30][C:31]=1[Si:32]([CH3:33])([CH3:35])[CH3:34]. The reactants are CN(C(ON1N=NC2C=CC=NC1=2)=[N+](C)C)C.F[P-](F)(F)(F)(F)F.[F:25][C:26]1[CH:27]=[C:28]([NH:36][C:37]([C@H:39]2[C:48]3[C:43](=[CH:44][C:45]([O:49][CH3:50])=[CH:46][CH:47]=3)[CH2:42][CH2:41][NH:40]2)=[O:38])[CH:29]=[CH:30][C:31]=1[Si:32]([CH3:35])([CH3:34])[CH3:33].CCN(C(C)C)C(C)C.[C:60]([O:64][C:65](=[O:74])[CH2:66][C@H:67]1[CH2:70][C@H:69]([C:71](O)=[O:72])[CH2:68]1)([CH3:63])([CH3:62])[CH3:61]. (4) The yield is 0.240. The reactants are [C:1]([N:4]1[CH2:9][CH2:8][NH:7][CH2:6][CH2:5]1)(=[O:3])[CH3:2].[Cl:10][C:11]1[CH:12]=[N:13][CH:14]=[C:15]([Cl:18])[C:16]=1Cl.C(N(CC)CC)C. The catalyst is CN1C(=O)CCC1. The product is [Cl:10][C:11]1[CH:12]=[N:13][CH:14]=[C:15]([Cl:18])[C:16]=1[N:7]1[CH2:8][CH2:9][N:4]([C:1](=[O:3])[CH3:2])[CH2:5][CH2:6]1. (5) The reactants are [Cl:1][C:2]1[CH:3]=[CH:4][C:5]2[N:11]([CH2:12][C:13]([CH3:17])([CH3:16])[CH2:14][OH:15])[C:10](=[O:18])[C@@H:9]([CH2:19][C:20]([NH:22][CH2:23][CH2:24][C:25]3[CH:30]=[CH:29][C:28]([O:31][CH2:32][C:33]([O:35]CC)=[O:34])=[CH:27][CH:26]=3)=[O:21])[O:8][C@H:7]([C:38]3[CH:43]=[CH:42][CH:41]=[C:40]([O:44][CH3:45])[C:39]=3[O:46][CH3:47])[C:6]=2[CH:48]=1.[OH-].[Na+].C(O)C. The catalyst is O. The product is [Cl:1][C:2]1[CH:3]=[CH:4][C:5]2[N:11]([CH2:12][C:13]([CH3:16])([CH3:17])[CH2:14][OH:15])[C:10](=[O:18])[C@@H:9]([CH2:19][C:20]([NH:22][CH2:23][CH2:24][C:25]3[CH:30]=[CH:29][C:28]([O:31][CH2:32][C:33]([OH:35])=[O:34])=[CH:27][CH:26]=3)=[O:21])[O:8][C@H:7]([C:38]3[CH:43]=[CH:42][CH:41]=[C:40]([O:44][CH3:45])[C:39]=3[O:46][CH3:47])[C:6]=2[CH:48]=1. The yield is 0.610. (6) The reactants are [C:1]([O:5][C:6]([N:8]1[CH2:12][C@@H:11]([CH2:13][O:14][CH3:15])[CH2:10][C@H:9]1[C:16]([OH:18])=[O:17])=[O:7])([CH3:4])([CH3:3])[CH3:2].Br[CH2:20][C:21]([C:23]1[CH:28]=[CH:27][C:26]([Br:29])=[CH:25][CH:24]=1)=[O:22].C(N(CC)CC)C.O. The catalyst is C(Cl)Cl. The product is [CH3:15][O:14][CH2:13][C@@H:11]1[CH2:12][N:8]([C:6]([O:5][C:1]([CH3:4])([CH3:2])[CH3:3])=[O:7])[C@H:9]([C:16]([O:18][CH2:20][C:21]([C:23]2[CH:28]=[CH:27][C:26]([Br:29])=[CH:25][CH:24]=2)=[O:22])=[O:17])[CH2:10]1. The yield is 0.560. (7) The reactants are [C:1]1([C:8]2[CH:13]=[CH:12][CH:11]=[CH:10][CH:9]=2)[CH:6]=[CH:5][CH:4]=[C:3]([OH:7])[CH:2]=1.[Br:14][CH2:15][CH2:16][CH2:17]Br.C([O-])([O-])=O.[Cs+].[Cs+]. The catalyst is C(#N)C. The product is [Br:14][CH2:15][CH2:16][CH2:17][O:7][C:3]1[CH:2]=[C:1]([C:8]2[CH:9]=[CH:10][CH:11]=[CH:12][CH:13]=2)[CH:6]=[CH:5][CH:4]=1. The yield is 0.578. (8) The reactants are [CH2:1]([OH:5])[CH2:2][C:3]#[CH:4].[O:6]1[CH:11]=[CH:10][CH2:9][CH2:8][CH2:7]1.C(=O)(O)[O-].[Na+]. The catalyst is ClCCl.O.C1(C)C=CC(S(O)(=O)=O)=CC=1. The product is [CH2:1]([O:5][CH:7]1[CH2:8][CH2:9][CH2:10][CH2:11][O:6]1)[CH2:2][C:3]#[CH:4]. The yield is 0.820. (9) The reactants are [Cl:1][C:2]1[N:11]=[C:10](Cl)[C:9]2[C:4](=[CH:5][CH:6]=[CH:7][CH:8]=2)[N:3]=1.[NH:13]1[C:21]2[C:16](=[CH:17][C:18](B(O)O)=[CH:19][CH:20]=2)[CH:15]=[CH:14]1.C(N(CC)CC)C.C(COC)OC. The catalyst is C(OCC)(=O)C.O. The product is [Cl:1][C:2]1[N:11]=[C:10]([C:18]2[CH:17]=[C:16]3[C:21](=[CH:20][CH:19]=2)[NH:13][CH:14]=[CH:15]3)[C:9]2[C:4](=[CH:5][CH:6]=[CH:7][CH:8]=2)[N:3]=1. The yield is 0.660.